Dataset: Forward reaction prediction with 1.9M reactions from USPTO patents (1976-2016). Task: Predict the product of the given reaction. (1) Given the reactants [Br:1][C:2]1[CH:7]=[C:6]([CH:8]=O)[CH:5]=[CH:4][N:3]=1.[S].[CH3:11][C:12]([N:14]([CH3:16])C)=O, predict the reaction product. The product is: [Br:1][C:2]1[CH:7]=[C:6]([C:8]2[N:14]([CH3:16])[C:12]3[CH:11]=[CH:5][CH:6]=[CH:7][C:2]=3[N:3]=2)[CH:5]=[CH:4][N:3]=1. (2) Given the reactants C(OC([N:8]1[CH2:13][CH2:12][CH2:11][C@H:10]([CH2:14][O:15][C:16]2[C:17]([O:23][C:24]3[CH:29]=[CH:28][C:27]([F:30])=[CH:26][C:25]=3[CH3:31])=[N:18][C:19]([CH3:22])=[CH:20][CH:21]=2)[CH2:9]1)=O)(C)(C)C.FC(F)(F)C(O)=O.[C:39]([OH:46])(=[O:45])/[CH:40]=[CH:41]/[C:42]([OH:44])=[O:43], predict the reaction product. The product is: [F:30][C:27]1[CH:28]=[CH:29][C:24]([O:23][C:17]2[C:16]([O:15][CH2:14][C@H:10]3[CH2:11][CH2:12][CH2:13][N:8](/[C:40](/[C:39]([OH:46])=[O:45])=[CH:41]\[C:42]([OH:44])=[O:43])[CH2:9]3)=[CH:21][CH:20]=[C:19]([CH3:22])[N:18]=2)=[C:25]([CH3:31])[CH:26]=1.